This data is from Catalyst prediction with 721,799 reactions and 888 catalyst types from USPTO. The task is: Predict which catalyst facilitates the given reaction. (1) Reactant: [F:1][C:2]([F:15])([F:14])[S:3]([O:6]S(C(F)(F)F)(=O)=O)(=[O:5])=[O:4].[C:16]([O:20][C:21]([NH:23][C@@H:24]([CH2:29][C:30]1[CH:35]=[CH:34][C:33](O)=[CH:32][CH:31]=1)[C:25]([O:27][CH3:28])=[O:26])=[O:22])([CH3:19])([CH3:18])[CH3:17].C(N(CC)CC)C.C([O-])(O)=O.[Na+]. Product: [CH3:28][O:27][C:25](=[O:26])[C@@H:24]([NH:23][C:21]([O:20][C:16]([CH3:18])([CH3:17])[CH3:19])=[O:22])[CH2:29][C:30]1[CH:35]=[CH:34][C:33]([O:6][S:3]([C:2]([F:15])([F:14])[F:1])(=[O:5])=[O:4])=[CH:32][CH:31]=1. The catalyst class is: 2. (2) Reactant: [Cl:1][C:2]1[CH:7]=[CH:6][C:5]([C:8]2[N:12]([C:13]3[CH:18]=[CH:17][C:16]([Cl:19])=[CH:15][C:14]=3[Cl:20])[N:11]=[C:10]([C:21]([OH:23])=[O:22])[CH:9]=2)=[CH:4][CH:3]=1.[Br:24]Br.C(OCC)C.C([O-])(O)=O.[Na+]. Product: [Br:24][C:9]1[C:10]([C:21]([OH:23])=[O:22])=[N:11][N:12]([C:13]2[CH:18]=[CH:17][C:16]([Cl:19])=[CH:15][C:14]=2[Cl:20])[C:8]=1[C:5]1[CH:4]=[CH:3][C:2]([Cl:1])=[CH:7][CH:6]=1. The catalyst class is: 4. (3) Reactant: Br[C:2]1[CH:7]=[CH:6][CH:5]=[C:4]([CH:8]([CH3:10])[CH3:9])[CH:3]=1.[C:11]([O:15][CH3:16])(=[O:14])[CH:12]=[CH2:13].C(N(CC)CC)C.C1(C)C=CC=CC=1P(C1C=CC=CC=1C)C1C=CC=CC=1C. Product: [CH3:16][O:15][C:11](=[O:14])/[CH:12]=[CH:13]/[C:2]1[CH:7]=[CH:6][CH:5]=[C:4]([CH:8]([CH3:10])[CH3:9])[CH:3]=1. The catalyst class is: 416. (4) Reactant: [F:1][C:2]([F:27])([F:26])[C:3]1[CH:4]=[C:5]([CH:19]=[C:20]([C:22]([F:25])([F:24])[F:23])[CH:21]=1)[CH2:6][O:7][CH2:8][C:9]([CH3:18])([C:12]1[CH:17]=[CH:16][CH:15]=[CH:14][CH:13]=1)[CH2:10][OH:11].CC(OI1(OC(C)=O)(OC(C)=O)OC(=O)C2C=CC=CC1=2)=O. Product: [F:1][C:2]([F:26])([F:27])[C:3]1[CH:4]=[C:5]([CH:19]=[C:20]([C:22]([F:23])([F:25])[F:24])[CH:21]=1)[CH2:6][O:7][CH2:8][C:9]([CH3:18])([C:12]1[CH:17]=[CH:16][CH:15]=[CH:14][CH:13]=1)[CH:10]=[O:11]. The catalyst class is: 2.